From a dataset of Catalyst prediction with 721,799 reactions and 888 catalyst types from USPTO. Predict which catalyst facilitates the given reaction. (1) Reactant: [CH2:1]([C:8]1[C:13](=[O:14])[N:12]([C:15]2[CH:20]=[CH:19][CH:18]=[C:17]([C:21]([OH:23])=[O:22])[CH:16]=2)[C:11]2[N:24]=[CH:25][CH:26]=[CH:27][C:10]=2[N:9]=1)[C:2]1[CH:7]=[CH:6][CH:5]=[CH:4][CH:3]=1.[CH2:28](Br)[C:29]1[CH:34]=[CH:33][CH:32]=[CH:31][CH:30]=1.C(=O)([O-])[O-].[K+].[K+].C(=O)(O)[O-].[Na+]. Product: [CH2:1]([C:8]1[C:13](=[O:14])[N:12]([C:15]2[CH:20]=[CH:19][CH:18]=[C:17]([C:21]([O:23][CH2:28][C:29]3[CH:34]=[CH:33][CH:32]=[CH:31][CH:30]=3)=[O:22])[CH:16]=2)[C:11]2[N:24]=[CH:25][CH:26]=[CH:27][C:10]=2[N:9]=1)[C:2]1[CH:3]=[CH:4][CH:5]=[CH:6][CH:7]=1. The catalyst class is: 42. (2) Reactant: [O-:1]CC.[K+].[CH3:5][C:6]1[N:10]([C:11]2[CH:12]=[N:13][CH:14]=[CH:15][C:16]=2[C:17]([O:19]CC)=O)[N:9]=[N:8][N:7]=1.CN(C)C=O. Product: [OH2:1].[N:9]1[N:10]2[C:11]3[C:16]([C:17]([OH:19])=[CH:5][C:6]2=[N:7][N:8]=1)=[CH:15][CH:14]=[N:13][CH:12]=3. The catalyst class is: 15. (3) Reactant: C(OC([N:8]1[CH2:13][CH2:12][CH:11]([C:14]2[CH:19]=[CH:18][C:17]([Cl:20])=[CH:16][C:15]=2[C:21]([O:23][CH3:24])=[O:22])[CH2:10][CH2:9]1)=O)(C)(C)C.Cl.C1(OC)C=CC=CC=1. Product: [CH3:24][O:23][C:21](=[O:22])[C:15]1[CH:16]=[C:17]([Cl:20])[CH:18]=[CH:19][C:14]=1[CH:11]1[CH2:12][CH2:13][NH:8][CH2:9][CH2:10]1. The catalyst class is: 12. (4) Reactant: [Cl:1][C:2]1[CH:7]=[CH:6][C:5](/[CH:8]=[CH:9]/[C:10]([OH:12])=O)=[C:4]([CH2:13][N:14]2[N:18]=[N:17][C:16]([CH3:19])=[N:15]2)[CH:3]=1.[CH3:20][C:21]1[O:25][C:24]([CH:26]2[CH2:31][CH2:30][NH:29][CH2:28][CH2:27]2)=[N:23][CH:22]=1.CCN(C(C)C)C(C)C.C(P1(=O)OP(CCC)(=O)OP(CCC)(=O)O1)CC. Product: [Cl:1][C:2]1[CH:7]=[CH:6][C:5](/[CH:8]=[CH:9]/[C:10]([N:29]2[CH2:28][CH2:27][CH:26]([C:24]3[O:25][C:21]([CH3:20])=[CH:22][N:23]=3)[CH2:31][CH2:30]2)=[O:12])=[C:4]([CH2:13][N:14]2[N:18]=[N:17][C:16]([CH3:19])=[N:15]2)[CH:3]=1. The catalyst class is: 3.